From a dataset of NCI-60 drug combinations with 297,098 pairs across 59 cell lines. Regression. Given two drug SMILES strings and cell line genomic features, predict the synergy score measuring deviation from expected non-interaction effect. (1) Drug 1: CC1=C(C(=O)C2=C(C1=O)N3CC4C(C3(C2COC(=O)N)OC)N4)N. Drug 2: C1CN(P(=O)(OC1)NCCCl)CCCl. Cell line: IGROV1. Synergy scores: CSS=10.2, Synergy_ZIP=-4.34, Synergy_Bliss=-1.75, Synergy_Loewe=-19.3, Synergy_HSA=-2.51. (2) Drug 1: CC1=CC=C(C=C1)C2=CC(=NN2C3=CC=C(C=C3)S(=O)(=O)N)C(F)(F)F. Drug 2: CN(C(=O)NC(C=O)C(C(C(CO)O)O)O)N=O. Cell line: U251. Synergy scores: CSS=0.405, Synergy_ZIP=0.858, Synergy_Bliss=-7.35, Synergy_Loewe=-7.38, Synergy_HSA=-5.02. (3) Drug 1: CS(=O)(=O)C1=CC(=C(C=C1)C(=O)NC2=CC(=C(C=C2)Cl)C3=CC=CC=N3)Cl. Drug 2: CC1=C(C(=O)C2=C(C1=O)N3CC4C(C3(C2COC(=O)N)OC)N4)N. Cell line: HCC-2998. Synergy scores: CSS=21.6, Synergy_ZIP=-5.83, Synergy_Bliss=-10.6, Synergy_Loewe=-19.0, Synergy_HSA=-8.70.